The task is: Binary Classification. Given a T-cell receptor sequence (or CDR3 region) and an epitope sequence, predict whether binding occurs between them.. This data is from TCR-epitope binding with 47,182 pairs between 192 epitopes and 23,139 TCRs. (1) The epitope is KLSALGINAV. The TCR CDR3 sequence is CASSYGPEAHNEQFF. Result: 0 (the TCR does not bind to the epitope). (2) The epitope is ELAGIGILTV. The TCR CDR3 sequence is CASSLRPADTQYF. Result: 1 (the TCR binds to the epitope). (3) The epitope is YFPLQSYGF. The TCR CDR3 sequence is CSAPGGLNYGYTF. Result: 0 (the TCR does not bind to the epitope). (4) The epitope is GLIYNRMGAVTTEV. The TCR CDR3 sequence is CASSQGPSEGFSPLHF. Result: 1 (the TCR binds to the epitope). (5) The TCR CDR3 sequence is CASSQGRAYEQYF. The epitope is LEPLVDLPI. Result: 1 (the TCR binds to the epitope). (6) The epitope is KLPDDFTGCV. The TCR CDR3 sequence is CASSLQGAGRAQYF. Result: 1 (the TCR binds to the epitope). (7) The epitope is TLVPQEHYV. The TCR CDR3 sequence is CASSHDLGANEKLFF. Result: 0 (the TCR does not bind to the epitope). (8) The epitope is IPIQASLPF. Result: 1 (the TCR binds to the epitope). The TCR CDR3 sequence is CASSPTSGASYNEQFF. (9) The epitope is TLVPQEHYV. The TCR CDR3 sequence is CASSTGHGAPYEQYF. Result: 1 (the TCR binds to the epitope).